The task is: Regression. Given a peptide amino acid sequence and an MHC pseudo amino acid sequence, predict their binding affinity value. This is MHC class II binding data.. This data is from Peptide-MHC class II binding affinity with 134,281 pairs from IEDB. (1) The MHC is DRB1_0802 with pseudo-sequence DRB1_0802. The binding affinity (normalized) is 0.742. The peptide sequence is PPTVTIFKISKTVSE. (2) The peptide sequence is AAAAKAAAAA. The MHC is DRB1_1302 with pseudo-sequence DRB1_1302. The binding affinity (normalized) is 0.